This data is from Reaction yield outcomes from USPTO patents with 853,638 reactions. The task is: Predict the reaction yield, written as a fraction of the theoretical maximum amount of product (1.0 means a 100% yield; for example, 0.34 means a 34% yield). The reactants are C(N(C(C)C)CC)(C)C.[Br-].[CH:11]1[C:28]2=[C:29]3[C:18]([C:19]4[C:30]5[C:23](=[CH:24][CH:25]=[CH:26][C:27]2=5)[CH:22]=[CH:21][CH:20]=4)=[CH:17][CH:16]=[CH:15][C:14]3=[CH:13][CH:12]=1.[C:31]1([P:37]([C:54]2[CH:59]=[CH:58][CH:57]=[CH:56][CH:55]=2)CCC[P:37]([C:31]2[CH:32]=[CH:33][CH:34]=[CH:35][CH:36]=2)[C:54]2[CH:55]=[CH:56][CH:57]=[CH:58][CH:59]=2)[CH:36]=[CH:35][CH:34]=[CH:33][CH:32]=1.[C:60](OCC)(=[O:62])C.CS(C)=[O:68]. The catalyst is C([O-])(=O)C.[Pd+2].C([O-])(=O)C. The product is [CH3:60][O:62][C:34]1[CH:35]=[CH:36][C:31]([P:37](=[O:68])([C:54]2[CH:59]=[CH:58][CH:57]=[CH:56][CH:55]=2)[C:26]2[C:27]3=[C:30]4[C:19]([C:18]5[C:29]6[C:14](=[CH:13][CH:12]=[CH:11][C:28]3=6)[CH:15]=[CH:16][CH:17]=5)=[CH:20][CH:21]=[CH:22][C:23]4=[CH:24][CH:25]=2)=[CH:32][CH:33]=1. The yield is 0.700.